This data is from Forward reaction prediction with 1.9M reactions from USPTO patents (1976-2016). The task is: Predict the product of the given reaction. (1) Given the reactants [NH2:1][C:2]1[O:6][CH:5]([C:7]2[CH:12]=[CH:11][C:10]([C:13]([F:16])([F:15])[F:14])=[CH:9][CH:8]=2)[C:4](=[O:17])[C:3]=1[OH:18].C(N(CC)CC)C.[C:26]1([CH2:32][S:33](Cl)(=[O:35])=[O:34])[CH:31]=[CH:30][CH:29]=[CH:28][CH:27]=1.[Cl-].[NH4+], predict the reaction product. The product is: [F:16][C:13]([F:14])([F:15])[C:10]1[CH:9]=[CH:8][C:7]([CH:5]2[C:4](=[O:17])[C:3]([O:18][S:33]([CH2:32][C:26]3[CH:31]=[CH:30][CH:29]=[CH:28][CH:27]=3)(=[O:35])=[O:34])=[C:2]([NH2:1])[O:6]2)=[CH:12][CH:11]=1. (2) Given the reactants [C:1]([O:4][CH2:5][C:6]([NH:31][C:32](=[O:34])[CH3:33])([CH2:26][O:27][C:28](=[O:30])[CH3:29])[CH2:7][CH2:8][C:9]1[CH:14]=[CH:13][C:12]([C:15]2[C:24]3[C:19](=[C:20]([OH:25])[CH:21]=[CH:22][CH:23]=3)[CH:18]=[CH:17][CH:16]=2)=[CH:11][CH:10]=1)(=[O:3])[CH3:2].[F:35][C:36]([F:49])([F:48])[S:37](O[S:37]([C:36]([F:49])([F:48])[F:35])(=[O:39])=[O:38])(=[O:39])=[O:38].C(=O)([O-])O.[Na+], predict the reaction product. The product is: [C:28]([O:27][CH2:26][C:6]([NH:31][C:32](=[O:34])[CH3:33])([CH2:5][O:4][C:1](=[O:3])[CH3:2])[CH2:7][CH2:8][C:9]1[CH:14]=[CH:13][C:12]([C:15]2[C:24]3[C:19](=[C:20]([O:25][S:37]([C:36]([F:49])([F:48])[F:35])(=[O:39])=[O:38])[CH:21]=[CH:22][CH:23]=3)[CH:18]=[CH:17][CH:16]=2)=[CH:11][CH:10]=1)(=[O:30])[CH3:29]. (3) The product is: [Cl:1][C:2]1[N:3]=[C:4]([S:11][CH3:12])[N:5]=[C:6]([NH:9][NH:10][C:20](=[O:21])[C@H:19]([CH2:18][CH:13]2[CH2:14][CH2:15][CH2:16][CH2:17]2)[CH2:23][N:24]([O:25][CH:26]2[CH2:31][CH2:30][CH2:29][CH2:28][O:27]2)[CH:32]=[O:33])[C:7]=1[F:8]. Given the reactants [Cl:1][C:2]1[C:7]([F:8])=[C:6]([NH:9][NH2:10])[N:5]=[C:4]([S:11][CH3:12])[N:3]=1.[CH:13]1([CH2:18][C@H:19]([CH2:23][N:24]([CH:32]=[O:33])[O:25][CH:26]2[CH2:31][CH2:30][CH2:29][CH2:28][O:27]2)[C:20](O)=[O:21])[CH2:17][CH2:16][CH2:15][CH2:14]1.C1C=NC2N(O)N=NC=2C=1.CCN=C=NCCCN(C)C.CN1CCOCC1, predict the reaction product. (4) Given the reactants [NH2:1][C:2]1[CH:3]=[CH:4][C:5]2[O:9][N:8]=[C:7]([C:10]([NH:12][C:13]3[CH:25]=[CH:24][C:23]([C:26]#[N:27])=[CH:22][C:14]=3[C:15]([O:17]C(C)(C)C)=[O:16])=[O:11])[C:6]=2[CH:28]=1.[CH3:29][S:30](Cl)(=[O:32])=[O:31], predict the reaction product. The product is: [C:26]([C:23]1[CH:24]=[CH:25][C:13]([NH:12][C:10]([C:7]2[C:6]3[CH:28]=[C:2]([NH:1][S:30]([CH3:29])(=[O:32])=[O:31])[CH:3]=[CH:4][C:5]=3[O:9][N:8]=2)=[O:11])=[C:14]([CH:22]=1)[C:15]([OH:17])=[O:16])#[N:27]. (5) Given the reactants C1(P(C2C=CC=CC=2)C2C=CC=CC=2)C=CC=CC=1.N(C(OCC)=O)=NC(OCC)=O.O[CH2:33][C:34]1[CH:39]=[C:38]([CH2:40][OH:41])[CH:37]=[C:36]([CH2:42][OH:43])[CH:35]=1.[C:44]([OH:47])(=[S:46])[CH3:45], predict the reaction product. The product is: [C:44]([S:46][CH2:33][C:34]1[CH:39]=[C:38]([CH2:40][OH:41])[CH:37]=[C:36]([CH2:42][OH:43])[CH:35]=1)(=[O:47])[CH3:45].